This data is from NCI-60 drug combinations with 297,098 pairs across 59 cell lines. The task is: Regression. Given two drug SMILES strings and cell line genomic features, predict the synergy score measuring deviation from expected non-interaction effect. Drug 1: C1CCC(C1)C(CC#N)N2C=C(C=N2)C3=C4C=CNC4=NC=N3. Drug 2: C1C(C(OC1N2C=C(C(=O)NC2=O)F)CO)O. Cell line: NCI/ADR-RES. Synergy scores: CSS=20.1, Synergy_ZIP=-6.18, Synergy_Bliss=-1.94, Synergy_Loewe=-21.9, Synergy_HSA=-1.85.